Dataset: NCI-60 drug combinations with 297,098 pairs across 59 cell lines. Task: Regression. Given two drug SMILES strings and cell line genomic features, predict the synergy score measuring deviation from expected non-interaction effect. (1) Drug 1: C1C(C(OC1N2C=C(C(=O)NC2=O)F)CO)O. Drug 2: C1CN(CCN1C(=O)CCBr)C(=O)CCBr. Cell line: A498. Synergy scores: CSS=8.61, Synergy_ZIP=-3.46, Synergy_Bliss=-0.711, Synergy_Loewe=-0.0928, Synergy_HSA=-0.0214. (2) Drug 1: CC1=C(C=C(C=C1)NC2=NC=CC(=N2)N(C)C3=CC4=NN(C(=C4C=C3)C)C)S(=O)(=O)N.Cl. Drug 2: C1=CC(=CC=C1CCCC(=O)O)N(CCCl)CCCl. Cell line: NCIH23. Synergy scores: CSS=40.5, Synergy_ZIP=-2.51, Synergy_Bliss=-6.14, Synergy_Loewe=-8.53, Synergy_HSA=-5.50. (3) Synergy scores: CSS=-0.915, Synergy_ZIP=-1.07, Synergy_Bliss=-4.59, Synergy_Loewe=-7.05, Synergy_HSA=-5.98. Cell line: MCF7. Drug 2: CNC(=O)C1=NC=CC(=C1)OC2=CC=C(C=C2)NC(=O)NC3=CC(=C(C=C3)Cl)C(F)(F)F. Drug 1: CCC1(CC2CC(C3=C(CCN(C2)C1)C4=CC=CC=C4N3)(C5=C(C=C6C(=C5)C78CCN9C7C(C=CC9)(C(C(C8N6C=O)(C(=O)OC)O)OC(=O)C)CC)OC)C(=O)OC)O.OS(=O)(=O)O. (4) Drug 1: CS(=O)(=O)OCCCCOS(=O)(=O)C. Drug 2: CC(C)NC(=O)C1=CC=C(C=C1)CNNC.Cl. Cell line: HCC-2998. Synergy scores: CSS=6.72, Synergy_ZIP=-2.00, Synergy_Bliss=0.740, Synergy_Loewe=-31.0, Synergy_HSA=-2.95. (5) Drug 1: CCCS(=O)(=O)NC1=C(C(=C(C=C1)F)C(=O)C2=CNC3=C2C=C(C=N3)C4=CC=C(C=C4)Cl)F. Drug 2: CC12CCC3C(C1CCC2OP(=O)(O)O)CCC4=C3C=CC(=C4)OC(=O)N(CCCl)CCCl.[Na+]. Cell line: K-562. Synergy scores: CSS=-9.32, Synergy_ZIP=-0.497, Synergy_Bliss=-9.53, Synergy_Loewe=-87.3, Synergy_HSA=-12.2. (6) Drug 1: CC1=C(C(CCC1)(C)C)C=CC(=CC=CC(=CC(=O)O)C)C. Drug 2: CCC1=C2CN3C(=CC4=C(C3=O)COC(=O)C4(CC)O)C2=NC5=C1C=C(C=C5)O. Cell line: NCIH23. Synergy scores: CSS=14.0, Synergy_ZIP=0.613, Synergy_Bliss=5.22, Synergy_Loewe=-23.2, Synergy_HSA=2.13. (7) Drug 1: C1=C(C(=O)NC(=O)N1)N(CCCl)CCCl. Drug 2: C1=CC(=CC=C1CC(C(=O)O)N)N(CCCl)CCCl.Cl. Cell line: COLO 205. Synergy scores: CSS=61.4, Synergy_ZIP=14.0, Synergy_Bliss=15.3, Synergy_Loewe=14.5, Synergy_HSA=15.6.